Predict the reactants needed to synthesize the given product. From a dataset of Full USPTO retrosynthesis dataset with 1.9M reactions from patents (1976-2016). (1) Given the product [CH2:22]([O:21][C:19]([C:18]1[N:15]=[C:13]2[N:12]([CH:17]=1)[CH:11]=[C:10]([C:5]1[CH:6]=[CH:7][CH:8]=[CH:9][C:4]=1[N+:1]([O-:3])=[O:2])[S:14]2)=[O:20])[CH3:23], predict the reactants needed to synthesize it. The reactants are: [N+:1]([C:4]1[CH:9]=[CH:8][CH:7]=[CH:6][C:5]=1[C:10]1[S:14][C:13]([NH2:15])=[N:12][CH:11]=1)([O-:3])=[O:2].Br[CH2:17][C:18](=O)[C:19]([O:21][CH2:22][CH3:23])=[O:20]. (2) Given the product [C:13]1([S:19][C:3]2[C:4]3=[N:5][CH:6]=[CH:7][CH:8]=[C:9]3[NH:1][C:2]=2[C:10]([NH2:12])=[O:11])[CH:18]=[CH:17][CH:16]=[CH:15][CH:14]=1, predict the reactants needed to synthesize it. The reactants are: [NH:1]1[C:9]2[C:4](=[N:5][CH:6]=[CH:7][CH:8]=2)[CH:3]=[C:2]1[C:10]([NH2:12])=[O:11].[C:13]1([S:19][S:19][C:13]2[CH:18]=[CH:17][CH:16]=[CH:15][CH:14]=2)[CH:18]=[CH:17][CH:16]=[CH:15][CH:14]=1. (3) Given the product [OH:1][C:2]([CH3:33])([CH3:32])[C@@H:3]([NH:15][C:16]([N:18]1[CH2:23][C:22](=[O:24])[NH:21][C:20]2[CH:25]=[C:26]([O:30][CH3:31])[C:27]([CH3:29])=[N:28][C:19]1=2)=[O:17])[C:4]1[CH:9]=[CH:8][C:7]([O:10][C:11]([F:12])([F:14])[F:13])=[CH:6][CH:5]=1, predict the reactants needed to synthesize it. The reactants are: [OH:1][C:2]([CH3:33])([CH3:32])[CH:3]([NH:15][C:16]([N:18]1[CH2:23][C:22](=[O:24])[NH:21][C:20]2[CH:25]=[C:26]([O:30][CH3:31])[C:27]([CH3:29])=[N:28][C:19]1=2)=[O:17])[C:4]1[CH:9]=[CH:8][C:7]([O:10][C:11]([F:14])([F:13])[F:12])=[CH:6][CH:5]=1. (4) Given the product [F:14][C:13]1[CH:12]=[CH:11][CH:10]=[C:9]([F:15])[C:8]=1[C:6]1[N:7]=[C:2]([NH:38][C:37]2[CH:36]=[CH:35][C:34]([N:31]3[CH2:32][CH2:33][O:28][CH2:29][CH2:30]3)=[CH:40][CH:39]=2)[C:3]2[NH:18][N:17]=[CH:16][C:4]=2[N:5]=1, predict the reactants needed to synthesize it. The reactants are: Cl[C:2]1[C:3]2[C:4](=[CH:16][N:17](CC3C=CC(OC)=CC=3)[N:18]=2)[N:5]=[C:6]([C:8]2[C:13]([F:14])=[CH:12][CH:11]=[CH:10][C:9]=2[F:15])[N:7]=1.[O:28]1[CH2:33][CH2:32][N:31]([C:34]2[CH:40]=[CH:39][C:37]([NH2:38])=[CH:36][CH:35]=2)[CH2:30][CH2:29]1.Cl. (5) Given the product [OH:11][C:10]1[N:3]2[N:4]=[CH:5][N:6]=[C:2]2[N:1]=[C:8]([C:16]([F:17])([F:18])[F:19])[C:9]=1[CH2:13][CH2:14][CH3:15], predict the reactants needed to synthesize it. The reactants are: [NH2:1][C:2]1[N:6]=[CH:5][NH:4][N:3]=1.O=[C:8]([C:16]([F:19])([F:18])[F:17])[CH:9]([CH2:13][CH2:14][CH3:15])[C:10]([O-])=[O:11]. (6) Given the product [F:1][C:2]1[CH:11]=[CH:10][C:5]([C:6]([O:8][CH3:9])=[O:7])=[C:4]([O:12][CH:20]2[CH2:24][CH2:23][O:22][C:21]2=[O:25])[CH:3]=1, predict the reactants needed to synthesize it. The reactants are: [F:1][C:2]1[CH:11]=[CH:10][C:5]([C:6]([O:8][CH3:9])=[O:7])=[C:4]([OH:12])[CH:3]=1.C(=O)([O-])[O-].[K+].[K+].Br[CH:20]1[CH2:24][CH2:23][O:22][C:21]1=[O:25].